Task: Predict the product of the given reaction.. Dataset: Forward reaction prediction with 1.9M reactions from USPTO patents (1976-2016) (1) Given the reactants [C:1]([O:4][CH2:5][C:6]1[CH:11]=[CH:10][N:9]=[C:8](Cl)[N:7]=1)(=[O:3])[CH3:2].[Cl-].[Li+].C([Sn](CCCC)(CCCC)[C:20]([O:22][CH2:23][CH3:24])=[CH2:21])CCC.[F-].[K+], predict the reaction product. The product is: [C:1]([O:4][CH2:5][C:6]1[CH:11]=[CH:10][N:9]=[C:8]([C:20]([O:22][CH2:23][CH3:24])=[CH2:21])[N:7]=1)(=[O:3])[CH3:2]. (2) Given the reactants [NH:1]1[CH2:5][CH2:4][CH2:3][CH:2]1[CH2:6][CH2:7][C:8]([O:10][CH2:11][CH3:12])=[O:9].Br[CH2:14][C:15]([O:17][CH3:18])=[O:16].C([O-])([O-])=O.[K+].[K+], predict the reaction product. The product is: [CH3:18][O:17][C:15](=[O:16])[CH2:14][N:1]1[CH2:5][CH2:4][CH2:3][CH:2]1[CH2:6][CH2:7][C:8]([O:10][CH2:11][CH3:12])=[O:9]. (3) Given the reactants [I:1][CH2:2][CH:3]1[CH2:8][CH2:7][O:6][CH2:5][CH2:4]1.[C:9]1([P:15]([C:22]2[CH:27]=[CH:26][CH:25]=[CH:24][CH:23]=2)[C:16]2[CH:21]=[CH:20][CH:19]=[CH:18][CH:17]=2)[CH:14]=[CH:13][CH:12]=[CH:11][CH:10]=1, predict the reaction product. The product is: [I-:1].[C:22]1([P+:15]([C:9]2[CH:10]=[CH:11][CH:12]=[CH:13][CH:14]=2)([C:16]2[CH:21]=[CH:20][CH:19]=[CH:18][CH:17]=2)[CH2:2][CH:3]2[CH2:8][CH2:7][O:6][CH2:5][CH2:4]2)[CH:23]=[CH:24][CH:25]=[CH:26][CH:27]=1. (4) Given the reactants [CH2:1]([C@@:4]1([C:27]2[CH:32]=[CH:31][C:30]([F:33])=[CH:29][CH:28]=2)[O:9][C:8](=[O:10])[N:7]([C@H:11]([C:13]2[CH:18]=[CH:17][C:16]([C:19]3[CH:24]=[CH:23][C:22]([F:25])=[CH:21][C:20]=3[F:26])=[CH:15][CH:14]=2)[CH3:12])[CH2:6][CH2:5]1)[CH:2]=[CH2:3].ClC1C=C(C=CC=1)C(OO)=[O:39], predict the reaction product. The product is: [F:26][C:20]1[CH:21]=[C:22]([F:25])[CH:23]=[CH:24][C:19]=1[C:16]1[CH:15]=[CH:14][C:13]([C@@H:11]([N:7]2[CH2:6][CH2:5][C@@:4]([C:27]3[CH:28]=[CH:29][C:30]([F:33])=[CH:31][CH:32]=3)([CH2:1][CH:2]3[CH2:3][O:39]3)[O:9][C:8]2=[O:10])[CH3:12])=[CH:18][CH:17]=1. (5) Given the reactants O=P12OP3(OP(OP(O3)(O1)=O)(=O)O2)=O.[C:15]1([CH2:21][CH2:22][NH:23][C:24](=O)[C:25]2[CH:30]=[CH:29][CH:28]=[CH:27][CH:26]=2)[CH:20]=[CH:19][CH:18]=[CH:17][CH:16]=1.[OH-].[Na+], predict the reaction product. The product is: [C:25]1([C:24]2[C:20]3[C:15](=[CH:16][CH:17]=[CH:18][CH:19]=3)[CH2:21][CH2:22][N:23]=2)[CH:30]=[CH:29][CH:28]=[CH:27][CH:26]=1.